This data is from Kir2.1 potassium channel HTS with 301,493 compounds. The task is: Binary Classification. Given a drug SMILES string, predict its activity (active/inactive) in a high-throughput screening assay against a specified biological target. (1) The drug is O(C(=O)CN1C(=O)c2c(C1=O)cccc2)c1ccc(cc1)C(OC)=O. The result is 0 (inactive). (2) The molecule is O1C(CCC1)Cn1c2nc3c(nc2c(c1N)C(OC(C)C)=O)cccc3. The result is 0 (inactive).